Dataset: Forward reaction prediction with 1.9M reactions from USPTO patents (1976-2016). Task: Predict the product of the given reaction. Given the reactants [Cl:1][C:2]1[C:3](F)=[C:4]([F:28])[CH:5]=[C:6]2[C:11]=1[N:10]([CH:12]1[CH2:14][CH2:13]1)[CH:9]=[C:8]([C:15]([NH:17][CH2:18][C:19]1[CH:24]=[CH:23][C:22]([Cl:25])=[CH:21][C:20]=1[Cl:26])=[O:16])[C:7]2=[O:27].[CH:30]1([NH:36][C:37]([CH:39]2[CH2:44][CH2:43][NH:42][CH2:41][CH2:40]2)=[O:38])[CH2:35][CH2:34][CH2:33][CH2:32][CH2:31]1.C(N(CC)CC)C, predict the reaction product. The product is: [Cl:1][C:2]1[C:3]([N:42]2[CH2:43][CH2:44][CH:39]([C:37]([NH:36][CH:30]3[CH2:31][CH2:32][CH2:33][CH2:34][CH2:35]3)=[O:38])[CH2:40][CH2:41]2)=[C:4]([F:28])[CH:5]=[C:6]2[C:11]=1[N:10]([CH:12]1[CH2:14][CH2:13]1)[CH:9]=[C:8]([C:15]([NH:17][CH2:18][C:19]1[CH:24]=[CH:23][C:22]([Cl:25])=[CH:21][C:20]=1[Cl:26])=[O:16])[C:7]2=[O:27].